From a dataset of Forward reaction prediction with 1.9M reactions from USPTO patents (1976-2016). Predict the product of the given reaction. (1) Given the reactants [C:1]([C:3]([C:11]1[CH:20]=[CH:19][C:18]2[C:13](=[CH:14][CH:15]=[CH:16][CH:17]=2)[CH:12]=1)([CH:8]([CH3:10])[CH3:9])[CH2:4][CH2:5][CH2:6]O)#[N:2].C(N(CC)CC)C.S(Cl)(C)(=O)=O.[I-].[Na+].C(=O)([O-])[O-].[K+].[K+].[F:41][C:42]1[CH:56]=[CH:55][C:45]([O:46][CH2:47][CH2:48][N:49]2[CH2:54][CH2:53][NH:52][CH2:51][CH2:50]2)=[CH:44][CH:43]=1, predict the reaction product. The product is: [C:1]([C:3]([C:11]1[CH:20]=[CH:19][C:18]2[C:13](=[CH:14][CH:15]=[CH:16][CH:17]=2)[CH:12]=1)([CH:8]([CH3:9])[CH3:10])[CH2:4][CH2:5][CH2:6][N:52]1[CH2:53][CH2:54][N:49]([CH2:48][CH2:47][O:46][C:45]2[CH:44]=[CH:43][C:42]([F:41])=[CH:56][CH:55]=2)[CH2:50][CH2:51]1)#[N:2]. (2) Given the reactants [CH3:1][O:2][C:3]1[CH:4]=[C:5]2[C:10](=[CH:11][C:12]=1[O:13][CH3:14])[N:9]=[CH:8][CH:7]=[C:6]2[O:15][C:16]1[CH:22]=[CH:21][C:19]([NH2:20])=[CH:18][CH:17]=1.ClC(Cl)(O[C:27](=[O:33])[O:28][C:29](Cl)(Cl)Cl)Cl.[CH3:35][O:36][C:37]1[CH:38]=C(O)[CH:40]=[CH:41][CH:42]=1.C(=O)(O)[O-].[Na+], predict the reaction product. The product is: [CH3:1][O:2][C:3]1[CH:4]=[C:5]2[C:10](=[CH:11][C:12]=1[O:13][CH3:14])[N:9]=[CH:8][CH:7]=[C:6]2[O:15][C:16]1[CH:22]=[CH:21][C:19]([NH:20][C:27](=[O:33])[O:28][C:29]2[CH:40]=[CH:41][CH:42]=[C:37]([O:36][CH3:35])[CH:38]=2)=[CH:18][CH:17]=1.